From a dataset of Peptide-MHC class I binding affinity with 185,985 pairs from IEDB/IMGT. Regression. Given a peptide amino acid sequence and an MHC pseudo amino acid sequence, predict their binding affinity value. This is MHC class I binding data. (1) The peptide sequence is RIYAATNV. The MHC is H-2-Db with pseudo-sequence H-2-Db. The binding affinity (normalized) is 0. (2) The peptide sequence is CVIASSGMLW. The MHC is HLA-A26:01 with pseudo-sequence HLA-A26:01. The binding affinity (normalized) is 0.343. (3) The peptide sequence is NQECWDSVF. The MHC is HLA-B15:17 with pseudo-sequence HLA-B15:17. The binding affinity (normalized) is 0.0847. (4) The peptide sequence is EMKTDAATLAQ. The MHC is HLA-A01:01 with pseudo-sequence HLA-A01:01. The binding affinity (normalized) is 0.137. (5) The peptide sequence is TLMLLALIAV. The MHC is HLA-A02:06 with pseudo-sequence HLA-A02:06. The binding affinity (normalized) is 0.634. (6) The peptide sequence is HAPWTQMAM. The MHC is HLA-B35:01 with pseudo-sequence HLA-B35:01. The binding affinity (normalized) is 0.723. (7) The peptide sequence is TPRKKNYHF. The binding affinity (normalized) is 0.0847. The MHC is HLA-A02:01 with pseudo-sequence HLA-A02:01.